Dataset: Full USPTO retrosynthesis dataset with 1.9M reactions from patents (1976-2016). Task: Predict the reactants needed to synthesize the given product. (1) Given the product [Br:31][CH2:10][CH2:9][CH2:8][C:5]1[CH:6]=[CH:7][C:2]([Cl:1])=[CH:3][CH:4]=1, predict the reactants needed to synthesize it. The reactants are: [Cl:1][C:2]1[CH:7]=[CH:6][C:5]([CH2:8][CH2:9][CH2:10]O)=[CH:4][CH:3]=1.C1(P(C2C=CC=CC=2)C2C=CC=CC=2)C=CC=CC=1.[Br:31]N1C(=O)CCC1=O. (2) Given the product [NH2:18][C:19]1[N:24]=[C:23]([C:25]([NH:17][CH:15]([C:5]2[CH:6]=[N:7][C:8]([O:9][CH2:10][C:11]([F:12])([F:13])[F:14])=[C:3]([F:2])[CH:4]=2)[CH3:16])=[O:26])[CH:22]=[CH:21][N:20]=1, predict the reactants needed to synthesize it. The reactants are: Cl.[F:2][C:3]1[CH:4]=[C:5]([CH:15]([NH2:17])[CH3:16])[CH:6]=[N:7][C:8]=1[O:9][CH2:10][C:11]([F:14])([F:13])[F:12].[NH2:18][C:19]1[N:24]=[C:23]([C:25](O)=[O:26])[CH:22]=[CH:21][N:20]=1. (3) Given the product [C:10]([C:8]1[CH:7]=[CH:6][C:5]([C:12]2[CH:17]=[CH:16][C:15]([O:18][C:19]([F:21])([F:22])[F:20])=[C:14]([CH2:23][NH:24][C@H:25]3[CH2:30][CH2:29][N:28]([CH:47]4[CH2:48][CH2:49][N:44]([C:37]([O:39][C:40]([CH3:43])([CH3:42])[CH3:41])=[O:38])[CH2:45][CH2:46]4)[CH2:27][C@H:26]3[C:31]3[CH:32]=[CH:33][CH:34]=[CH:35][CH:36]=3)[CH:13]=2)=[C:4]([F:3])[CH:9]=1)#[N:11], predict the reactants needed to synthesize it. The reactants are: Cl.Cl.[F:3][C:4]1[CH:9]=[C:8]([C:10]#[N:11])[CH:7]=[CH:6][C:5]=1[C:12]1[CH:17]=[CH:16][C:15]([O:18][C:19]([F:22])([F:21])[F:20])=[C:14]([CH2:23][NH:24][C@H:25]2[CH2:30][CH2:29][NH:28][CH2:27][C@H:26]2[C:31]2[CH:36]=[CH:35][CH:34]=[CH:33][CH:32]=2)[CH:13]=1.[C:37]([N:44]1[CH2:49][CH2:48][CH2:47][CH2:46][C:45]1=O)([O:39][C:40]([CH3:43])([CH3:42])[CH3:41])=[O:38].C(O)(=O)C.[BH-](OC(C)=O)(OC(C)=O)OC(C)=O.[Na+]. (4) Given the product [Br:37][C:34]1[CH:35]=[CH:36][C:31]2[N:32]([CH:25]=[C:24]([C:23]3[CH:28]=[CH:29][C:20]([C:18]#[N:19])=[CH:21][CH:22]=3)[N:30]=2)[CH:33]=1, predict the reactants needed to synthesize it. The reactants are: BrC1OC(C2N=C3C=CC(C#N)=CN3C=2)=CC=1.[C:18]([C:20]1[CH:29]=[CH:28][C:23]([C:24](=O)[CH2:25]Br)=[CH:22][CH:21]=1)#[N:19].[NH2:30][C:31]1[CH:36]=[CH:35][C:34]([Br:37])=[CH:33][N:32]=1. (5) Given the product [C:9]([O:13][C:14]([N:16]1[CH2:19][CH2:18][C@H:17]1[CH2:20][NH:6][C:5]1[CH:7]=[CH:8][C:2]([Cl:1])=[CH:3][CH:4]=1)=[O:15])([CH3:12])([CH3:10])[CH3:11], predict the reactants needed to synthesize it. The reactants are: [Cl:1][C:2]1[CH:8]=[CH:7][C:5]([NH2:6])=[CH:4][CH:3]=1.[C:9]([O:13][C:14]([N:16]1[CH2:19][CH2:18][C@H:17]1[CH:20]=O)=[O:15])([CH3:12])([CH3:11])[CH3:10].C([BH3-])#N.[Na+].C(=O)(O)[O-].[Na+]. (6) The reactants are: [C:1]([C:3]1[CH:4]=[C:5]([CH:9]2[C:18]3[C:17](=[O:19])[CH2:16][CH2:15][CH2:14][C:13]=3[NH:12][C:11]([C:20]([F:23])([F:22])[F:21])=[C:10]2[C:24]([O-:26])=[O:25])[CH:6]=[CH:7][CH:8]=1)#[N:2].NC(OCC)=O. Given the product [C:1]([C:3]1[CH:4]=[C:5]([CH:9]2[C:18]3[C:17](=[O:19])[CH2:16][CH2:15][CH2:14][C:13]=3[NH:12][C:11]([C:20]([F:22])([F:23])[F:21])=[C:10]2[C:24]([OH:26])=[O:25])[CH:6]=[CH:7][CH:8]=1)#[N:2], predict the reactants needed to synthesize it.